This data is from Reaction yield outcomes from USPTO patents with 853,638 reactions. The task is: Predict the reaction yield, written as a fraction of the theoretical maximum amount of product (1.0 means a 100% yield; for example, 0.34 means a 34% yield). The reactants are [CH3:1][C:2]1[C:6]([CH2:7][N:8]2[CH:12]=[C:11]([NH:13][C:14](N3C=CN=C3)=[O:15])[CH:10]=[N:9]2)=[C:5]([CH3:21])[O:4][N:3]=1.Cl.[OH:23][C:24]1[CH:33]=[C:32]2[C:27]([CH2:28][C@@H:29]([C:34]([O:36]C)=O)[NH:30][CH2:31]2)=[CH:26][CH:25]=1.C(N(C(C)C)C(C)C)C.Cl. The catalyst is CN(C=O)C.O. The product is [CH3:1][C:2]1[C:6]([CH2:7][N:8]2[CH:12]=[C:11]([N:13]3[C:34](=[O:36])[C@H:29]4[N:30]([CH2:31][C:32]5[CH:33]=[C:24]([OH:23])[CH:25]=[CH:26][C:27]=5[CH2:28]4)[C:14]3=[O:15])[CH:10]=[N:9]2)=[C:5]([CH3:21])[O:4][N:3]=1. The yield is 0.985.